From a dataset of Full USPTO retrosynthesis dataset with 1.9M reactions from patents (1976-2016). Predict the reactants needed to synthesize the given product. (1) Given the product [CH3:1][NH:2][C:3]([C:5]1[C:6]([O:22][C:23]2[CH:28]=[CH:27][CH:26]=[C:25]([NH2:29])[C:24]=2[CH3:37])=[CH:7][C:8](=[O:21])[N:9]([CH3:20])[C:10]=1[NH:11][C:12]1[CH:17]=[CH:16][C:15]([I:18])=[CH:14][C:13]=1[F:19])=[O:4], predict the reactants needed to synthesize it. The reactants are: [CH3:1][NH:2][C:3]([C:5]1[C:6]([O:22][C:23]2[C:24]([CH3:37])=[C:25]([NH:29]C(=O)OC(C)(C)C)[CH:26]=[CH:27][CH:28]=2)=[CH:7][C:8](=[O:21])[N:9]([CH3:20])[C:10]=1[NH:11][C:12]1[CH:17]=[CH:16][C:15]([I:18])=[CH:14][C:13]=1[F:19])=[O:4].FC(F)(F)C(O)=O. (2) Given the product [F:34][C:2]([F:1])([F:33])[C:3]1[CH:4]=[C:5]([CH:26]=[C:27]([C:29]([F:32])([F:31])[F:30])[CH:28]=1)[C:6]([N:8]1[CH2:9][CH2:10][C:11]2([N:15]([C:16]3[CH:17]=[CH:18][CH:19]=[CH:20][CH:21]=3)[C:14](=[O:22])[N:13]([CH2:36][C@@H:37]3[CH2:38][CH2:39][C:40](=[O:42])[NH:41]3)[C:12]2=[O:23])[CH2:24][CH2:25]1)=[O:7], predict the reactants needed to synthesize it. The reactants are: [F:1][C:2]([F:34])([F:33])[C:3]1[CH:4]=[C:5]([CH:26]=[C:27]([C:29]([F:32])([F:31])[F:30])[CH:28]=1)[C:6]([N:8]1[CH2:25][CH2:24][C:11]2([N:15]([C:16]3[CH:21]=[CH:20][CH:19]=[CH:18][CH:17]=3)[C:14](=[O:22])[NH:13][C:12]2=[O:23])[CH2:10][CH2:9]1)=[O:7].O[CH2:36][C@H:37]1[NH:41][C:40](=[O:42])[CH2:39][CH2:38]1. (3) Given the product [Cl:21][C:17]1[CH:16]=[C:15]([NH:14][C:7]2[C:6]3[C:11](=[C:2]([NH:38][C:30](=[O:37])[C:31]4[CH:36]=[CH:35][CH:34]=[CH:33][CH:32]=4)[CH:3]=[C:4]([NH:22][CH2:23][C:24]4[CH:25]=[N:26][CH:27]=[CH:28][CH:29]=4)[CH:5]=3)[N:10]=[CH:9][C:8]=2[C:12]#[N:13])[CH:20]=[CH:19][CH:18]=1, predict the reactants needed to synthesize it. The reactants are: Br[C:2]1[CH:3]=[C:4]([NH:22][CH2:23][C:24]2[CH:25]=[N:26][CH:27]=[CH:28][CH:29]=2)[CH:5]=[C:6]2[C:11]=1[N:10]=[CH:9][C:8]([C:12]#[N:13])=[C:7]2[NH:14][C:15]1[CH:20]=[CH:19][CH:18]=[C:17]([Cl:21])[CH:16]=1.[C:30]([NH2:38])(=[O:37])[C:31]1[CH:36]=[CH:35][CH:34]=[CH:33][CH:32]=1.[O-]P([O-])([O-])=O.[K+].[K+].[K+]. (4) Given the product [CH2:1]([O:8][C:9]1[CH:14]=[C:13]([Br:16])[CH:12]=[CH:11][C:10]=1[OH:15])[C:2]1[CH:3]=[CH:4][CH:5]=[CH:6][CH:7]=1, predict the reactants needed to synthesize it. The reactants are: [CH2:1]([O:8][C:9]1[CH:14]=[CH:13][CH:12]=[CH:11][C:10]=1[OH:15])[C:2]1[CH:7]=[CH:6][CH:5]=[CH:4][CH:3]=1.[Br-:16].[Br-].[Br-].[NH+]1C=CC=CC=1.[NH+]1C=CC=CC=1.[NH+]1C=CC=CC=1.O. (5) Given the product [Cl:1][C:2]1[CH:7]=[CH:6][CH:5]=[CH:4][C:3]=1[N:8]1[C:12]([C:13]2[O:23][C:22](=[N:24][CH:25]([CH3:26])[CH3:27])[C:21]3[CH:20]=[CH:19][CH:18]=[C:17]([CH3:28])[C:16]=3[N:15]=2)=[CH:11][C:10]([C:29]([F:32])([F:31])[F:30])=[N:9]1, predict the reactants needed to synthesize it. The reactants are: [Cl:1][C:2]1[CH:7]=[CH:6][CH:5]=[CH:4][C:3]=1[N:8]1[C:12]([C:13]([NH:15][C:16]2[C:21]([C:22]([NH:24][CH:25]([CH3:27])[CH3:26])=[O:23])=[CH:20][CH:19]=[CH:18][C:17]=2[CH3:28])=O)=[CH:11][C:10]([C:29]([F:32])([F:31])[F:30])=[N:9]1.S(Cl)(Cl)=O. (6) Given the product [OH:8][C:9]1[CH:18]=[C:17]2[C:12]([C:13]([O:19][C:20]3[CH:21]=[C:22]4[C:26](=[CH:27][CH:28]=3)[NH:25][CH:24]=[C:23]4[CH3:29])=[N:14][CH:15]=[N:16]2)=[CH:11][C:10]=1[O:30][CH3:31], predict the reactants needed to synthesize it. The reactants are: C([O:8][C:9]1[CH:18]=[C:17]2[C:12]([C:13]([O:19][C:20]3[CH:21]=[C:22]4[C:26](=[CH:27][CH:28]=3)[NH:25][CH:24]=[C:23]4[CH3:29])=[N:14][CH:15]=[N:16]2)=[CH:11][C:10]=1[O:30][CH3:31])C1C=CC=CC=1.C([O-])=O.[NH4+]. (7) Given the product [O:1]1[CH2:6][CH2:5][CH:4]([CH2:7][NH:8][C:9]([C:11]2[C:12]([C:18]([F:21])([F:20])[F:19])=[N:13][C:14]([NH:26][C:25]3[CH:27]=[CH:28][C:29]([Br:31])=[CH:30][C:24]=3[C:23]([F:33])([F:22])[F:32])=[N:15][CH:16]=2)=[O:10])[CH2:3][CH2:2]1, predict the reactants needed to synthesize it. The reactants are: [O:1]1[CH2:6][CH2:5][CH:4]([CH2:7][NH:8][C:9]([C:11]2[C:12]([C:18]([F:21])([F:20])[F:19])=[N:13][C:14](Cl)=[N:15][CH:16]=2)=[O:10])[CH2:3][CH2:2]1.[F:22][C:23]([F:33])([F:32])[C:24]1[CH:30]=[C:29]([Br:31])[CH:28]=[CH:27][C:25]=1[NH2:26]. (8) The reactants are: [F:1][C:2]1[CH:7]=[CH:6][CH:5]=[CH:4][C:3]=1[CH:8]=[CH:9][C:10]([NH:12][C@H:13]([C:16]([O:18]C)=[O:17])[CH2:14][OH:15])=[O:11].[OH-].[Na+]. Given the product [F:1][C:2]1[CH:7]=[CH:6][CH:5]=[CH:4][C:3]=1[CH:8]=[CH:9][C:10]([NH:12][C@H:13]([C:16]([OH:18])=[O:17])[CH2:14][OH:15])=[O:11], predict the reactants needed to synthesize it.